This data is from Forward reaction prediction with 1.9M reactions from USPTO patents (1976-2016). The task is: Predict the product of the given reaction. (1) Given the reactants Br[C:2]1[N:24](S(C2C=CC=CC=2)(=O)=O)[C:5]2=[N:6][CH:7]=[C:8]([CH2:10][CH2:11][C:12]3[C:17]([F:18])=[C:16]([O:19][CH3:20])[CH:15]=[C:14]([O:21][CH3:22])[C:13]=3[F:23])[N:9]=[C:4]2[CH:3]=1.[CH3:34][C:35]1[C:39](B(O)O)=[CH:38][NH:37][N:36]=1.ClCCl.P([O-])([O-])([O-])=O.[K+].[K+].[K+].C(=O)([O-])[O-].[K+].[K+], predict the reaction product. The product is: [F:18][C:17]1[C:16]([O:19][CH3:20])=[CH:15][C:14]([O:21][CH3:22])=[C:13]([F:23])[C:12]=1[CH2:11][CH2:10][C:8]1[N:9]=[C:4]2[CH:3]=[C:2]([C:39]3[CH:38]=[N:37][NH:36][C:35]=3[CH3:34])[NH:24][C:5]2=[N:6][CH:7]=1. (2) Given the reactants [C:1]1([CH2:7][C:8]([OH:10])=[O:9])[CH:6]=[CH:5][CH:4]=[CH:3][CH:2]=1.C([Mg]Cl)(C)C.[C:16]([N:23]1[CH2:28][CH2:27][C:26](=[O:29])[CH2:25][CH2:24]1)([O:18][C:19]([CH3:22])([CH3:21])[CH3:20])=[O:17], predict the reaction product. The product is: [C:19]([O:18][C:16]([N:23]1[CH2:28][CH2:27][C:26]([OH:29])([CH:7]([C:8]([OH:10])=[O:9])[C:1]2[CH:6]=[CH:5][CH:4]=[CH:3][CH:2]=2)[CH2:25][CH2:24]1)=[O:17])([CH3:22])([CH3:20])[CH3:21]. (3) Given the reactants CCN=C=NCCCN(C)C.C1C=CC2N(O)N=NC=2C=1.[F:22][C:23]1[CH:44]=[CH:43][CH:42]=[C:41]([F:45])[C:24]=1[CH2:25][O:26][C:27]1[C:28]2[N:29]([C:34]([C:38]([OH:40])=O)=[C:35]([CH3:37])[N:36]=2)[CH:30]=[C:31]([CH3:33])[CH:32]=1.C(N(CC)C(C)C)(C)C.Cl.[CH3:56][NH:57][O:58][CH3:59], predict the reaction product. The product is: [F:45][C:41]1[CH:42]=[CH:43][CH:44]=[C:23]([F:22])[C:24]=1[CH2:25][O:26][C:27]1[C:28]2[N:29]([C:34]([C:38]([N:57]([O:58][CH3:59])[CH3:56])=[O:40])=[C:35]([CH3:37])[N:36]=2)[CH:30]=[C:31]([CH3:33])[CH:32]=1. (4) Given the reactants ClC1C=C([N:8]2[CH2:13][C@H:12]([CH3:14])[NH:11][C@H:10]([CH3:15])[CH2:9]2)C=CN=1.Br[C:17]1[CH:18]=[C:19]([C:25]([O:27][C:28]([CH3:31])([CH3:30])[CH3:29])=[O:26])[C:20]([O:23][CH3:24])=[N:21][CH:22]=1, predict the reaction product. The product is: [CH3:15][C@H:10]1[NH:11][C@@H:12]([CH3:14])[CH2:13][N:8]([C:17]2[CH:18]=[C:19]([C:25]([O:27][C:28]([CH3:31])([CH3:30])[CH3:29])=[O:26])[C:20]([O:23][CH3:24])=[N:21][CH:22]=2)[CH2:9]1. (5) Given the reactants [NH2:1][C:2](=[O:34])[CH2:3][O:4][C:5]1[CH:6]=[C:7]2[C:12](=[CH:13][CH:14]=1)[C:11](=[O:15])[N:10]([CH2:16][CH:17]([CH3:19])[CH3:18])[C:9]([CH2:20][NH:21]C(=O)OC(C)(C)C)=[C:8]2[O:29][CH2:30][CH2:31][CH2:32][CH3:33].[ClH:35], predict the reaction product. The product is: [ClH:35].[NH2:21][CH2:20][C:9]1[N:10]([CH2:16][CH:17]([CH3:18])[CH3:19])[C:11](=[O:15])[C:12]2[C:7]([C:8]=1[O:29][CH2:30][CH2:31][CH2:32][CH3:33])=[CH:6][C:5]([O:4][CH2:3][C:2]([NH2:1])=[O:34])=[CH:14][CH:13]=2.